The task is: Predict which catalyst facilitates the given reaction.. This data is from Catalyst prediction with 721,799 reactions and 888 catalyst types from USPTO. (1) The catalyst class is: 5. Reactant: [CH3:1][NH:2][S:3]([CH2:6][CH2:7][C:8]1[CH:9]=[C:10]2[C:14](=[CH:15][CH:16]=1)[NH:13][CH:12]=[C:11]2[CH:17]1[CH2:22][CH2:21][N:20]([CH3:23])[CH2:19][CH2:18]1)(=[O:5])=[O:4].[ClH:24]. Product: [ClH:24].[CH3:1][NH:2][S:3]([CH2:6][CH2:7][C:8]1[CH:9]=[C:10]2[C:14](=[CH:15][CH:16]=1)[NH:13][CH:12]=[C:11]2[CH:17]1[CH2:22][CH2:21][N:20]([CH3:23])[CH2:19][CH2:18]1)(=[O:4])=[O:5]. (2) Reactant: [CH:1]1([CH2:8][C:9]([C:11]2[C:19]3[C:14](=[CH:15][CH:16]=[CH:17][C:18]=3C)[N:13]([CH2:21][CH2:22][OH:23])[CH:12]=2)=O)[CH2:7][CH2:6][CH2:5][CH2:4][CH2:3][CH2:2]1.[NH2:24][OH:25].[ClH:26].N1C=CC=CC=1. Product: [Cl:26][C:18]1[CH:17]=[CH:16][CH:15]=[C:14]2[C:19]=1[C:11]([C:9](=[N:24][OH:25])[CH2:8][CH:1]1[CH2:7][CH2:6][CH2:5][CH2:4][CH2:3][CH2:2]1)=[CH:12][N:13]2[CH2:21][CH2:22][OH:23]. The catalyst class is: 5. (3) Reactant: [OH:1][C:2]1[CH:7]=[CH:6][C:5]([CH2:8][C:9]([O:11][CH2:12][CH3:13])=[O:10])=[CH:4][CH:3]=1.C([O-])([O-])=O.[K+].[K+].Cl[CH2:21][C:22]1[CH:31]=[CH:30][C:29]2[C:24](=[CH:25][CH:26]=[CH:27][CH:28]=2)[N:23]=1. Product: [N:23]1[C:24]2[C:29](=[CH:28][CH:27]=[CH:26][CH:25]=2)[CH:30]=[CH:31][C:22]=1[CH2:21][O:1][C:2]1[CH:3]=[CH:4][C:5]([CH2:8][C:9]([O:11][CH2:12][CH3:13])=[O:10])=[CH:6][CH:7]=1. The catalyst class is: 10. (4) Reactant: [CH:1]1([N:6]2[CH2:11][CH2:10][CH:9]([N:12]3[CH2:17][CH2:16][CH2:15][C@H:14]([NH:18][S:19]([C:22]4[CH:31]=[CH:30][C:29]5[C:24](=[CH:25][CH:26]=[C:27]([Cl:32])[CH:28]=5)[CH:23]=4)(=[O:21])=[O:20])[C:13]3=[O:33])[CH2:8][CH2:7]2)[CH2:5]CC[CH2:2]1.Br[CH2:35][C:36]([O:38][CH3:39])=[O:37].C(=O)([O-])[O-].[K+].[K+]. Product: [CH3:39][O:38][C:36](=[O:37])[CH2:35][N:18]([S:19]([C:22]1[CH:31]=[CH:30][C:29]2[C:24](=[CH:25][CH:26]=[C:27]([Cl:32])[CH:28]=2)[CH:23]=1)(=[O:21])=[O:20])[C@H:14]1[CH2:15][CH2:16][CH2:17][N:12]([CH:9]2[CH2:10][CH2:11][N:6]([CH:1]([CH3:2])[CH3:5])[CH2:7][CH2:8]2)[C:13]1=[O:33]. The catalyst class is: 3. (5) Reactant: [Br:1][C:2]1[CH:8]=[CH:7][C:5]([NH2:6])=[CH:4][C:3]=1[F:9].C(N(C(C)C)CC)(C)C.Br[CH2:20][C:21]([O:23][CH2:24][CH3:25])=[O:22]. Product: [Br:1][C:2]1[CH:8]=[CH:7][C:5]([NH:6][CH2:20][C:21]([O:23][CH2:24][CH3:25])=[O:22])=[CH:4][C:3]=1[F:9]. The catalyst class is: 10. (6) Reactant: CC1(C)[CH2:7][CH2:6][CH2:5][C:4]([CH3:9])([CH3:8])N1.C([Li])CCC.[F:16][C:17]1[CH:22]=[CH:21][C:20]([CH2:23][CH2:24][OH:25])=[CH:19][CH:18]=1.CN([CH:29]=[O:30])C. Product: [CH3:7][CH2:6][CH2:5][CH:4]([CH3:9])[CH3:8].[F:16][C:17]1[CH:22]=[CH:21][C:20]([CH2:23][CH2:24][OH:25])=[CH:19][C:18]=1[CH:29]=[O:30]. The catalyst class is: 7. (7) Reactant: [C:1]([O:5][C:6]([NH:8][CH2:9][CH2:10][N:11]([CH3:24])[CH:12]1[CH2:17][CH2:16][CH:15]([CH2:18][C:19]([O:21]CC)=[O:20])[CH2:14][CH2:13]1)=[O:7])([CH3:4])([CH3:3])[CH3:2].[OH-].[Na+]. Product: [C:1]([O:5][C:6]([NH:8][CH2:9][CH2:10][N:11]([CH3:24])[CH:12]1[CH2:17][CH2:16][CH:15]([CH2:18][C:19]([OH:21])=[O:20])[CH2:14][CH2:13]1)=[O:7])([CH3:4])([CH3:3])[CH3:2]. The catalyst class is: 92. (8) Reactant: [NH2:1][C:2]1[C:3]([Cl:13])=[C:4]([CH:9]=[C:10]([Cl:12])[CH:11]=1)[C:5]([O:7][CH3:8])=[O:6].CCN(C(C)C)C(C)C.[S:23](O[S:23]([C:26]([F:29])([F:28])[F:27])(=[O:25])=[O:24])([C:26]([F:29])([F:28])[F:27])(=[O:25])=[O:24]. Product: [Cl:13][C:3]1[C:2]([NH:1][S:23]([C:26]([F:29])([F:28])[F:27])(=[O:25])=[O:24])=[CH:11][C:10]([Cl:12])=[CH:9][C:4]=1[C:5]([O:7][CH3:8])=[O:6]. The catalyst class is: 2.